From a dataset of Catalyst prediction with 721,799 reactions and 888 catalyst types from USPTO. Predict which catalyst facilitates the given reaction. (1) Reactant: [NH2:1][C:2]1[N:7]=[C:6]([O:8]S(C(F)(F)F)(=O)=O)[C:5]([N+:16]([O-:18])=[O:17])=[C:4]([C:19]2[O:20][CH:21]=[CH:22][CH:23]=2)[N:3]=1.[C:24]1([CH2:30][CH2:31][CH2:32][CH2:33]O)[CH:29]=[CH:28][CH:27]=[CH:26][CH:25]=1.C1CCN2C(=NCCC2)CC1. Product: [O:20]1[CH:21]=[CH:22][CH:23]=[C:19]1[C:4]1[C:5]([N+:16]([O-:18])=[O:17])=[C:6]([O:8][CH2:33][CH2:32][CH2:31][CH2:30][C:24]2[CH:29]=[CH:28][CH:27]=[CH:26][CH:25]=2)[N:7]=[C:2]([NH2:1])[N:3]=1. The catalyst class is: 57. (2) Reactant: [CH3:1][C:2]1[CH:7]=[C:6]([NH:8][C:9]([C:22]2[CH:27]=[CH:26][CH:25]=[CH:24][CH:23]=2)([C:16]2[CH:21]=[CH:20][CH:19]=[CH:18][CH:17]=2)[C:10]2[CH:15]=[CH:14][CH:13]=[CH:12][CH:11]=2)[N:5]=[C:4]([CH2:28][CH2:29][C:30]([OH:32])=O)[CH:3]=1.[NH2:33][C:34]1[C:39]([NH2:40])=[CH:38][C:37]([C:41]2[CH:46]=[CH:45][C:44]([Cl:47])=[CH:43][CH:42]=2)=[CH:36][N:35]=1.C(N(C(C)C)CC)(C)C. Product: [NH2:33][C:34]1[C:39]([NH:40][C:30](=[O:32])[CH2:29][CH2:28][C:4]2[CH:3]=[C:2]([CH3:1])[CH:7]=[C:6]([NH:8][C:9]([C:10]3[CH:15]=[CH:14][CH:13]=[CH:12][CH:11]=3)([C:22]3[CH:23]=[CH:24][CH:25]=[CH:26][CH:27]=3)[C:16]3[CH:21]=[CH:20][CH:19]=[CH:18][CH:17]=3)[N:5]=2)=[CH:38][C:37]([C:41]2[CH:42]=[CH:43][C:44]([Cl:47])=[CH:45][CH:46]=2)=[CH:36][N:35]=1. The catalyst class is: 17. (3) Reactant: C(OC([N:8]1[CH2:13][CH2:12][N:11]([C:14]2[CH:15]=[N:16][C:17]([NH:20][C:21]3[N:22]=[CH:23][C:24]4[CH:30]=[CH:29][C:28](=[O:31])[N:27]([CH:32]5[CH2:36][CH2:35][CH2:34][CH2:33]5)[C:25]=4[N:26]=3)=[CH:18][CH:19]=2)[CH2:10][CH2:9]1)=O)(C)(C)C.[ClH:37]. Product: [ClH:37].[CH:32]1([N:27]2[C:25]3[N:26]=[C:21]([NH:20][C:17]4[CH:18]=[CH:19][C:14]([N:11]5[CH2:10][CH2:9][NH:8][CH2:13][CH2:12]5)=[CH:15][N:16]=4)[N:22]=[CH:23][C:24]=3[CH:30]=[CH:29][C:28]2=[O:31])[CH2:36][CH2:35][CH2:34][CH2:33]1. The catalyst class is: 61. (4) Reactant: [C:9](O[C:9]([O:11][C:12]([CH3:15])([CH3:14])[CH3:13])=[O:10])([O:11][C:12]([CH3:15])([CH3:14])[CH3:13])=[O:10].[Br:16][C:17]1[CH:22]=[CH:21][C:20]([CH2:23][CH2:24][NH2:25])=[CH:19][CH:18]=1.[Br:16][C:17]1[CH:22]=[CH:21][C:20]([CH2:23][CH2:24][NH2:25])=[CH:19][CH:18]=1.CCN(C(C)C)C(C)C. Product: [Br:16][C:17]1[CH:22]=[CH:21][C:20]([CH2:23][CH2:24][NH:25][C:9](=[O:10])[O:11][C:12]([CH3:13])([CH3:14])[CH3:15])=[CH:19][CH:18]=1. The catalyst class is: 4. (5) Reactant: [Cl:1][C:2]1[CH:7]=[CH:6][CH:5]=[CH:4][C:3]=1[N:8]1[C:12](=[O:13])[NH:11][N:10]=[C:9]1[C:14]1[S:30][C:17]2[C:18]3[CH:26]=[CH:25][C:24]([C:27](O)=[O:28])=[CH:23][C:19]=3[O:20][CH2:21][CH2:22][C:16]=2[CH:15]=1.CN.[CH3:33][N:34](C(ON1N=NC2C=CC=NC1=2)=[N+](C)C)C.F[P-](F)(F)(F)(F)F.CCN(C(C)C)C(C)C. Product: [Cl:1][C:2]1[CH:7]=[CH:6][CH:5]=[CH:4][C:3]=1[N:8]1[C:12](=[O:13])[NH:11][N:10]=[C:9]1[C:14]1[S:30][C:17]2[C:18]3[CH:26]=[CH:25][C:24]([C:27]([NH:34][CH3:33])=[O:28])=[CH:23][C:19]=3[O:20][CH2:21][CH2:22][C:16]=2[CH:15]=1. The catalyst class is: 1. (6) Reactant: [NH2:1][C:2]1[N:7]=[C:6]([C:8]2[O:9][CH:10]=[CH:11][CH:12]=2)[C:5]([C:13]#[N:14])=[C:4](S(C)=O)[N:3]=1.Cl.[C:19]1([NH:25][CH2:26][CH:27]([NH2:29])[CH3:28])[CH:24]=[CH:23][CH:22]=[CH:21][CH:20]=1.C1CCN2C(=NCCC2)CC1. Product: [NH2:1][C:2]1[N:7]=[C:6]([C:8]2[O:9][CH:10]=[CH:11][CH:12]=2)[C:5]([C:13]#[N:14])=[C:4]([NH:29][CH:27]([CH3:28])[CH2:26][NH:25][C:19]2[CH:24]=[CH:23][CH:22]=[CH:21][CH:20]=2)[N:3]=1. The catalyst class is: 57.